This data is from Forward reaction prediction with 1.9M reactions from USPTO patents (1976-2016). The task is: Predict the product of the given reaction. (1) Given the reactants [NH2:1][C:2]1[N:3]=[CH:4][C:5]([C:18]2[CH:19]=[C:20]([CH:23]=[CH:24][CH:25]=2)[CH:21]=O)=[N:6][C:7]=1[NH:8][CH2:9][C:10]1[C:15]([Cl:16])=[CH:14][CH:13]=[CH:12][C:11]=1[Cl:17].[NH2:26][CH:27]1[CH2:32][CH2:31][N:30]([C:33]([O:35][C:36]([CH3:39])([CH3:38])[CH3:37])=[O:34])[C@@H:29]([C:40]([O:42][C:43]([CH3:46])([CH3:45])[CH3:44])=[O:41])[CH2:28]1.C([O-])(O)=O.[Na+].C(Cl)Cl, predict the reaction product. The product is: [NH2:1][C:2]1[N:3]=[CH:4][C:5]([C:18]2[CH:19]=[C:20]([CH:23]=[CH:24][CH:25]=2)[CH2:21][NH:26][CH:27]2[CH2:32][CH2:31][N:30]([C:33]([O:35][C:36]([CH3:37])([CH3:38])[CH3:39])=[O:34])[C@@H:29]([C:40]([O:42][C:43]([CH3:46])([CH3:45])[CH3:44])=[O:41])[CH2:28]2)=[N:6][C:7]=1[NH:8][CH2:9][C:10]1[C:11]([Cl:17])=[CH:12][CH:13]=[CH:14][C:15]=1[Cl:16]. (2) Given the reactants [C:1]([O:7][CH2:8][CH3:9])(=[O:6])[CH2:2][C:3]([CH3:5])=[O:4].IC1C=CC=CC=1.[CH3:17][OH:18], predict the reaction product. The product is: [CH3:17][O:18][CH:2]([C:3]([CH3:5])=[O:4])[C:1]([O:7][CH2:8][CH3:9])=[O:6]. (3) The product is: [CH2:1]([C:3]1[CH:8]=[N:7][C:6]([N:9]([C:10]2[CH:11]=[CH:12][C:13]([O:16][C:17]([F:19])([F:20])[F:18])=[CH:14][CH:15]=2)[CH2:24][CH2:29][CH2:28][CH2:27][N:30]2[CH2:74][CH2:65][C:66]3[C:71](=[CH:70][C:69]([CH2:34][C:88]([OH:91])=[O:89])=[CH:68][CH:67]=3)[CH2:72]2)=[N:5][CH:4]=1)[CH3:2]. Given the reactants [CH2:1]([C:3]1[CH:4]=[N:5][C:6]([NH:9][C:10]2[CH:15]=[CH:14][C:13]([O:16][C:17]([F:20])([F:19])[F:18])=[CH:12][CH:11]=2)=[N:7][CH:8]=1)[CH3:2].FC(F)(F)O[C:24]1[CH:29]=[CH:28][C:27]([NH2:30])=CC=1.Cl[C:34]1N=CC(CC)=CN=1.C1C=CC(P([C:69]2[C:70]([C:65]3[C:74](P(C4C=CC=CC=4)C4C=CC=CC=4)=C[CH:72]=[C:71]4[C:66]=3[CH:67]=[CH:68][CH:69]=[CH:70]4)=[C:71]3[C:66]([CH:65]=[CH:74]C=[CH:72]3)=[CH:67][CH:68]=2)C2C=CC=CC=2)=CC=1.[C:88]([O-:91])([O-])=[O:89].[Cs+].[Cs+], predict the reaction product. (4) Given the reactants [Cl:1][C:2]1[CH:3]=[CH:4][C:5]([N:33](C)[C:34](=O)C(F)(F)F)=[C:6]([CH:32]=1)[C:7]([N:9]([CH2:22][C:23]1[CH:28]=[CH:27][C:26]([CH:29]2[CH2:31][CH2:30]2)=[CH:25][CH:24]=1)[CH2:10][CH2:11][C:12]1[CH:17]=[CH:16][CH:15]=[C:14]([C:18]([F:21])([F:20])[F:19])[CH:13]=1)=[O:8].[OH-].[Na+], predict the reaction product. The product is: [Cl:1][C:2]1[CH:3]=[CH:4][C:5]([NH:33][CH3:34])=[C:6]([CH:32]=1)[C:7]([N:9]([CH2:22][C:23]1[CH:24]=[CH:25][C:26]([CH:29]2[CH2:31][CH2:30]2)=[CH:27][CH:28]=1)[CH2:10][CH2:11][C:12]1[CH:17]=[CH:16][CH:15]=[C:14]([C:18]([F:20])([F:21])[F:19])[CH:13]=1)=[O:8]. (5) Given the reactants [Cl:1][C:2]1[CH:3]=[C:4]([C:8]2[S:9][CH2:10][CH:11]([C:13]([OH:15])=O)[N:12]=2)[CH:5]=[CH:6][CH:7]=1.[NH2:16][C:17]1[CH:18]=[CH:19][C:20]([C:27]#[N:28])=[C:21]([C:23]([F:26])([F:25])[F:24])[CH:22]=1.CCN(C(C)C)C(C)C.C1CN([P+](Br)(N2CCCC2)N2CCCC2)CC1.F[P-](F)(F)(F)(F)F, predict the reaction product. The product is: [C:27]([C:20]1[CH:19]=[CH:18][C:17]([NH:16][C:13]([CH:11]2[CH2:10][S:9][C:8]([C:4]3[CH:5]=[CH:6][CH:7]=[C:2]([Cl:1])[CH:3]=3)=[N:12]2)=[O:15])=[CH:22][C:21]=1[C:23]([F:24])([F:25])[F:26])#[N:28]. (6) Given the reactants [CH3:1][O:2][C:3]1[N:8]=[C:7]2[N:9]=[C:10]([S:12][CH2:13][C:14]3[C:19]([CH3:20])=[C:18]([O:21][CH3:22])[C:17]([CH3:23])=[CH:16][N:15]=3)[NH:11][C:6]2=[CH:5][CH:4]=1.[O-:24]O.C1(C(C)C)C=CC=CC=1, predict the reaction product. The product is: [CH3:23][C:17]1[C:18]([O:21][CH3:22])=[C:19]([CH3:20])[C:14]([CH2:13][S@@:12]([C:10]2[NH:11][C:6]3[CH:5]=[CH:4][C:3]([O:2][CH3:1])=[N:8][C:7]=3[N:9]=2)=[O:24])=[N:15][CH:16]=1.